The task is: Predict the reactants needed to synthesize the given product.. This data is from Full USPTO retrosynthesis dataset with 1.9M reactions from patents (1976-2016). (1) Given the product [NH2:7][C@H:8]([C:9]1[CH:14]=[CH:13][CH:12]=[CH:11][CH:10]=1)[C:15]1[N:24]2[N:25]=[C:26]([NH2:28])[N:27]=[C:23]2[C:22]2[CH:21]=[CH:20][CH:19]=[CH:18][C:17]=2[N:16]=1, predict the reactants needed to synthesize it. The reactants are: C(OC(=O)[NH:7][C@@H:8]([C:15]1[N:24]2[N:25]=[C:26]([NH2:28])[N:27]=[C:23]2[C:22]2[CH:21]=[CH:20][CH:19]=[CH:18][C:17]=2[N:16]=1)[C:9]1[CH:14]=[CH:13][CH:12]=[CH:11][CH:10]=1)(C)(C)C.FC(F)(F)C(O)=O. (2) Given the product [CH3:1][O:2][C:3]1[S:21][C:6]2[N:7]([CH2:24][C:25]3[CH:30]=[CH:29][C:28]([C:31]4[CH:36]=[CH:35][CH:34]=[CH:33][C:32]=4[C:37]4[NH:41][C:40](=[O:47])[O:39][N:38]=4)=[CH:27][CH:26]=3)[C:8](=[O:20])[N:9]([C@@H:12]([C:14]3[CH:15]=[CH:16][CH:17]=[CH:18][CH:19]=3)[CH3:13])[C:10](=[O:11])[C:5]=2[C:4]=1[CH3:22], predict the reactants needed to synthesize it. The reactants are: [CH3:1][O:2][C:3]1[S:21][C:6]2[NH:7][C:8](=[O:20])[N:9]([C@@H:12]([C:14]3[CH:19]=[CH:18][CH:17]=[CH:16][CH:15]=3)[CH3:13])[C:10](=[O:11])[C:5]=2[C:4]=1[CH3:22].Br[CH2:24][C:25]1[CH:30]=[CH:29][C:28]([C:31]2[CH:36]=[CH:35][CH:34]=[CH:33][C:32]=2[C:37]2[N:41]=[C:40](C(Cl)(Cl)Cl)[O:39][N:38]=2)=[CH:27][CH:26]=1.C(=O)([O-])[O-:47].[K+].[K+].CN(C)C=O.